The task is: Binary Classification. Given a miRNA mature sequence and a target amino acid sequence, predict their likelihood of interaction.. This data is from Experimentally validated miRNA-target interactions with 360,000+ pairs, plus equal number of negative samples. (1) The miRNA is hsa-miR-139-3p with sequence UGGAGACGCGGCCCUGUUGGAGU. The protein sequence of the target gene is MEACVSSLLVLALGALSVGSSFGTQIIGGREVIPHSRPYMASLQRNGSHLCGGVLVHPKWVLTAAHCLAQRMAQLRLVLGLHTLDSPGLTFHIKAAIQHPRYKPVPALENDLALLQLDGKVKPSRTIRPLALPSKRQVVAAGTRCSMAGWGLTHQGGRLSRVLRELDLQVLDTRMCNNSRFWNGSLSPSMVCLAADSKDQAPCKGDSGGPLVCGKGRVLARVLSFSSRVCTDIFKPPVATAVAPYVSWIRKVTGRSA. Result: 1 (interaction). (2) The miRNA is mmu-miR-883b-5p with sequence UACUGAGAAUGGGUAGCAGUCA. The protein sequence of the target gene is MPLLFLERFPWPSLRTYTGLSGLALLGTIVSAYRALSQPEDGSGEPEPLTAPLQPEALAPARLTAGGPRARDVAQYLLSDSLFVWVLVNTACCVLMLVAKLIQCIVFGPLRVSERQHLKDKFWNFIFYKFIFIFGVLNVQTVEEVVMWCLWFAGLVFLHLMVQLCKDRFEYLSFSPTTPMSSHGRVLSLLIAMLLSCCGLAVVCCVTGYTHGMHTLAFMAAESLLVTVRTAHVILRYVIHLWDLNHEGTWEGKGTYVYYTDFVMELALLSLDLMHHIHMLLFGNIWLSMASLVIFMQLRY.... Result: 0 (no interaction). (3) The miRNA is hsa-miR-4687-3p with sequence UGGCUGUUGGAGGGGGCAGGC. The protein sequence of the target gene is MAQRYDDLPHYGGMDGVGIPSTMYGDPHAARSMQPVHHLNHGPPLHSHQYPHTAHTNAMAPSMGSSVNDALKRDKDAIYGHPLFPLLALIFEKCELATCTPREPGVAGGDVCSSESFNEDIAVFAKQIRAEKPLFSSNPELDNLMIQAIQVLRFHLLELEKVHELCDNFCHRYISCLKGKMPIDLVIDDREGGSKSDSEDVTRSANLTDQPSWNRDHDDTASTRSGGTPGPSSGGHTSHSGDNSSEQGDGLDNSVASPSTGDDDDPDKDKKRHKKRGIFPKVATNIMRAWLFQHLTHPYP.... Result: 0 (no interaction). (4) The miRNA is mmu-miR-677-5p with sequence UUCAGUGAUGAUUAGCUUCUGA. The protein sequence of the target gene is MSRELAPLLLLLLSIHSALAMRICSFNVRSFGESKQEDKNAMDVIVKVIKRCDIILVMEIKDSNNRICPILMEKLNRNSRRGITYNYVISSRLGRNTYKEQYAFLYKEKLVSVKRSYHYHDYQDGDADVFSREPFVVWFQSPHTAVKDFVIIPLHTTPETSVKEIDELVEVYTDVKHRWKAENFIFMGDFNAGCSYVPKKAWKNIRLRTDPRFVWLIGDQEDTTVKKSTNCAYDRIVLRGQEIVSSVVPKSNSVFDFQKAYKLTEEEALDVSDHFPVEFKLQSSRAFTNSKKSVTLRKKT.... Result: 0 (no interaction). (5) The miRNA is hsa-miR-3621 with sequence CGCGGGUCGGGGUCUGCAGG. The protein sequence of the target gene is MAITLEEAPWLGWLLVKALMRFAFMVVNNLVAIPSYICYVIILQPLRVLDSKRFWYIEGIMYKWLLGMVASWGWYAGYTVMEWGEDIKAVSKDEAVMLVNHQATGDVCTLMMCLQDKGLVVAQMMWLMDHIFKYTNFGIVSLVHGDFFIRQGRSYRDQQLLLLKKHLENNYRSRDRKWIVLFPEGGFLRKRRETSQAFAKKNNLPFLTNVTLPRSGATKIILNALVAQQKNGSPAGGDAKELDSKSKGLQWIIDTTIAYPKAEPIDIQTWILGYRKPTVTHVHYRIFPIKDVPLETDDLT.... Result: 0 (no interaction). (6) The miRNA is hsa-miR-1307-5p with sequence UCGACCGGACCUCGACCGGCU. The protein sequence of the target gene is MGASDPEVAPWARGGAAGMAGAGAGAGARGGAAAGVEARARDPPPAHRAHPRHPRPAAQPSARRMDGGSGGLGSGDNAPTTEALFVALGAGVTALSHPLLYVKLLIQVGHEPMPPTLGTNVLGRKVLYLPSFFTYAKYIVQVDGKIGLFRGLSPRLMSNALSTVTRGSMKKVFPPDEIEQVSNKDDMKTSLKKVVKETSYEMMMQCVSRMLAHPLHVISMRCMVQFVGREAKYSGVLSSIGKIFKEEGLLGFFVGLIPHLLGDVVFLWGCNLLAHFINAYLVDDSVSDTPGGLGNDQNPG.... Result: 0 (no interaction). (7) The miRNA is hsa-miR-6799-5p with sequence GGGGAGGUGUGCAGGGCUGG. The protein sequence of the target gene is MLVDGPSERPALCFLLLAVAMSFFGSALSIDETRAHLLLKEKMMRLGGRLVLNTKEELANERLMTLKIAEMKEAMRTLIFPPSMHFFQAKHLIERSQVFNILRMMPKGAALHLHDIGIVTMDWLVRNVTYRPHCHICFTPRGIMQFRFAHPTPRPSEKCSKWILLEDYRKRVQNVTEFDDSLLRNFTLVTQHPEVIYTNQNVVWSKFETIFFTISGLIHYAPVFRDYVFRSMQEFYEDNVLYMEIRARLLPVYELSGEHHDEEWSVKTYQEVAQKFVETHPEFIGIKIIYSDHRSKDVAV.... Result: 1 (interaction). (8) The protein sequence of the target gene is MALGVPISVYLLFNAMTALTEEAAVTVTPPITAQQGNWTVNKTEADNIEGPIALKFSHLCLEDHNSYCINGACAFHHELEKAICRCFTGYTGERCEHLTLTSYAVDSYEKYIAIGIGVGLLLSGFLVIFYCYIRKRCLKLKSPYNVCSGERRPL. The miRNA is hsa-miR-7159-3p with sequence UUUCUAUGUUAGUUGGAAG. Result: 1 (interaction).